Dataset: Peptide-MHC class I binding affinity with 185,985 pairs from IEDB/IMGT. Task: Regression. Given a peptide amino acid sequence and an MHC pseudo amino acid sequence, predict their binding affinity value. This is MHC class I binding data. (1) The peptide sequence is EPWLKNNQF. The MHC is HLA-B53:01 with pseudo-sequence HLA-B53:01. The binding affinity (normalized) is 0.274. (2) The peptide sequence is FAAWIQQTY. The MHC is HLA-B35:01 with pseudo-sequence HLA-B35:01. The binding affinity (normalized) is 0.787. (3) The peptide sequence is WILWISFAIS. The MHC is HLA-A02:03 with pseudo-sequence HLA-A02:03. The binding affinity (normalized) is 0.158. (4) The peptide sequence is ATKIIALNK. The MHC is HLA-A68:01 with pseudo-sequence HLA-A68:01. The binding affinity (normalized) is 0.106.